Predict the reactants needed to synthesize the given product. From a dataset of Full USPTO retrosynthesis dataset with 1.9M reactions from patents (1976-2016). Given the product [CH3:20][S:17]([NH:16][C:12]1[CH:11]=[C:10]([CH:15]=[CH:14][CH:13]=1)[CH2:9][NH:8][C:6](=[O:7])[C:5]1[CH:21]=[CH:22][C:2]([C:25]2[CH:26]=[C:27]([NH:30][C:31]([C:33]3[CH:37]=[CH:36][S:35][CH:34]=3)=[O:32])[CH:28]=[CH:29][C:24]=2[CH3:23])=[N:3][CH:4]=1)(=[O:19])=[O:18], predict the reactants needed to synthesize it. The reactants are: Cl[C:2]1[CH:22]=[CH:21][C:5]([C:6]([NH:8][CH2:9][C:10]2[CH:15]=[CH:14][CH:13]=[C:12]([NH:16][S:17]([CH3:20])(=[O:19])=[O:18])[CH:11]=2)=[O:7])=[CH:4][N:3]=1.[CH3:23][C:24]1[CH:29]=[CH:28][C:27]([NH:30][C:31]([C:33]2[CH:37]=[CH:36][S:35][CH:34]=2)=[O:32])=[CH:26][C:25]=1B1OC(C)(C)C(C)(C)O1.